Dataset: Reaction yield outcomes from USPTO patents with 853,638 reactions. Task: Predict the reaction yield, written as a fraction of the theoretical maximum amount of product (1.0 means a 100% yield; for example, 0.34 means a 34% yield). The reactants are Cl[CH2:2][CH2:3][CH2:4][O:5][C:6]1[CH:15]=[C:14]2[C:9]([C:10]([NH:16][C:17]3[CH:21]=[C:20]([CH2:22][C:23]([NH:25][C:26]4[CH:31]=[C:30]([F:32])[CH:29]=[C:28]([F:33])[CH:27]=4)=[O:24])[NH:19][N:18]=3)=[N:11][CH:12]=[N:13]2)=[CH:8][C:7]=1[O:34][CH3:35].[I-].[K+].[CH2:38]([NH:42][CH2:43][CH2:44][OH:45])[CH:39]([CH3:41])[CH3:40]. The catalyst is CN1CCCC1=O. The product is [F:33][C:28]1[CH:27]=[C:26]([NH:25][C:23](=[O:24])[CH2:22][C:20]2[NH:19][N:18]=[C:17]([NH:16][C:10]3[C:9]4[C:14](=[CH:15][C:6]([O:5][CH2:4][CH2:3][CH2:2][N:42]([CH2:43][CH2:44][OH:45])[CH2:38][CH:39]([CH3:41])[CH3:40])=[C:7]([O:34][CH3:35])[CH:8]=4)[N:13]=[CH:12][N:11]=3)[CH:21]=2)[CH:31]=[C:30]([F:32])[CH:29]=1. The yield is 0.450.